Predict the reactants needed to synthesize the given product. From a dataset of Retrosynthesis with 50K atom-mapped reactions and 10 reaction types from USPTO. (1) Given the product COC(=O)[C@H](CC(C)(F)F)N1CC(Oc2ccccc2Cl)=CC1=O, predict the reactants needed to synthesize it. The reactants are: CCCOC(=O)C=C(CN[C@@H](CC(C)(F)F)C(=O)OC)Oc1ccccc1Cl. (2) Given the product C[C@H]1[C@H]2[C@H](C[C@H]3[C@@H]4CC[C@H]5CC(=O)CC[C@]5(C)[C@H]4CC[C@@]32C)O[C@]12CC[C@@H](C)CO2, predict the reactants needed to synthesize it. The reactants are: C[C@H]1[C@H]2[C@H](C[C@H]3[C@@H]4CC[C@H]5C[C@@H](O)CC[C@]5(C)[C@H]4CC[C@@]32C)O[C@]12CC[C@@H](C)CO2. (3) Given the product CC(=O)N1c2ccc(-c3cnn(C4CC4)c3)cc2N(c2nc3ccccc3o2)C[C@@H]1C, predict the reactants needed to synthesize it. The reactants are: CC(=O)N1c2ccc(-c3cnn(C4CC4)c3)cc2NC[C@@H]1C.Clc1nc2ccccc2o1. (4) Given the product CCn1cc(CN(C(=O)C2CCCc3ccc(OCc4ccccc4)cc32)c2ccc(C(C)C)cc2)cn1, predict the reactants needed to synthesize it. The reactants are: CCn1cc(CNc2ccc(C(C)C)cc2)cn1.O=C(O)C1CCCc2ccc(OCc3ccccc3)cc21. (5) Given the product Fc1ccc(-c2c[nH]c(C3CCNCC3)n2)cc1, predict the reactants needed to synthesize it. The reactants are: Fc1ccc(-c2c[nH]c(C3CCN(Cc4ccccc4)CC3)n2)cc1. (6) Given the product C[C@@H](Cn1ccc(-c2ccc(C#N)c(Cl)c2)n1)NC(=O)c1[nH]nc2c1CCCC2, predict the reactants needed to synthesize it. The reactants are: C[C@H](N)Cn1ccc(-c2ccc(C#N)c(Cl)c2)n1.O=C(O)c1[nH]nc2c1CCCC2. (7) Given the product CCCCOCCOc1ccc(-c2ccc3c(c2)C=C(C(=O)Nc2ccc(S(=O)Cc4cccnn4)cc2)CCN3CC(C)C)cc1, predict the reactants needed to synthesize it. The reactants are: CCCCOCCOc1ccc(-c2ccc3c(c2)C=C(C(=O)Nc2ccc(SCc4cccnn4)cc2)CCN3CC(C)C)cc1.O=S([O-])([O-])=S.